This data is from Reaction yield outcomes from USPTO patents with 853,638 reactions. The task is: Predict the reaction yield, written as a fraction of the theoretical maximum amount of product (1.0 means a 100% yield; for example, 0.34 means a 34% yield). (1) The reactants are Cl[S:2]([CH2:5][CH2:6][N:7]1[C:11](=[O:12])[C:10]2[CH:13]=[CH:14][CH:15]=[CH:16][C:9]=2[C:8]1=[O:17])(=[O:4])=[O:3].Cl.[F:19][C:20]([F:24])([F:23])[CH2:21][NH2:22].C(N(CC)CC)C. The catalyst is ClCCl. The product is [O:17]=[C:8]1[C:9]2[C:10](=[CH:13][CH:14]=[CH:15][CH:16]=2)[C:11](=[O:12])[N:7]1[CH2:6][CH2:5][S:2]([NH:22][CH2:21][C:20]([F:24])([F:23])[F:19])(=[O:4])=[O:3]. The yield is 0.300. (2) The reactants are [CH3:1][S:2]([O:5][CH2:6][CH2:7][N:8]([CH2:24][CH2:25][O:26][S:27]([CH3:30])(=[O:29])=[O:28])[C:9]1[C:10]([N+:21]([O-:23])=[O:22])=[CH:11][C:12]([N+:18]([O-:20])=[O:19])=[C:13]([CH:17]=1)[C:14]([OH:16])=O)(=[O:4])=[O:3].[NH2:31][CH2:32][CH2:33][OH:34].Cl. The catalyst is O=S(Cl)Cl.CN(C=O)C. The product is [CH3:1][S:2]([O:5][CH2:6][CH2:7][N:8]([CH2:24][CH2:25][O:26][S:27]([CH3:30])(=[O:28])=[O:29])[C:9]1[CH:17]=[C:13]([C:14]([NH:31][CH2:32][CH2:33][OH:34])=[O:16])[C:12]([N+:18]([O-:20])=[O:19])=[CH:11][C:10]=1[N+:21]([O-:23])=[O:22])(=[O:3])=[O:4]. The yield is 0.820. (3) The reactants are Cl.[O:2]1CCCO[CH:3]1[C:8]1[CH:13]=[C:12]([O:14][CH3:15])[CH:11]=[CH:10][C:9]=1[NH:16][CH:17]1[CH2:22][CH2:21][N:20]([CH:23]([CH3:25])[CH3:24])[CH2:19][CH2:18]1. The catalyst is CO. The product is [CH:23]([N:20]1[CH2:21][CH2:22][CH:17]([NH:16][C:9]2[CH:10]=[CH:11][C:12]([O:14][CH3:15])=[CH:13][C:8]=2[CH:3]=[O:2])[CH2:18][CH2:19]1)([CH3:25])[CH3:24]. The yield is 0.650. (4) The reactants are C[O:2][C:3]([C:5]1[CH:6]=[C:7]2[C:12](=[CH:13][CH:14]=1)[N:11]=[CH:10][C:9]([O:15][C:16]1[C:21]([Cl:22])=[CH:20][C:19]([NH:23][S:24]([C:27]3[CH:32]=[CH:31][C:30]([Cl:33])=[CH:29][C:28]=3[Cl:34])(=[O:26])=[O:25])=[CH:18][C:17]=1[Cl:35])=[CH:8]2)=[O:4].[OH-].[Na+].Cl. The catalyst is C1COCC1.CO. The product is [Cl:22][C:21]1[CH:20]=[C:19]([NH:23][S:24]([C:27]2[CH:32]=[CH:31][C:30]([Cl:33])=[CH:29][C:28]=2[Cl:34])(=[O:26])=[O:25])[CH:18]=[C:17]([Cl:35])[C:16]=1[O:15][C:9]1[CH:10]=[N:11][C:12]2[C:7]([CH:8]=1)=[CH:6][C:5]([C:3]([OH:4])=[O:2])=[CH:14][CH:13]=2. The yield is 0.780. (5) The yield is 0.700. The product is [CH3:27][O:26][C:23]1[N:22]=[CH:21][C:20]([N:11]2[C:12]([C:14]3[N:15]=[CH:16][N:17]([CH3:19])[CH:18]=3)=[CH:13][C:9]([C:7]([OH:8])=[O:6])=[N:10]2)=[CH:25][CH:24]=1. The catalyst is O1CCCC1.O. The reactants are O.[OH-].[Li+].C([O:6][C:7]([C:9]1[CH:13]=[C:12]([C:14]2[N:15]=[CH:16][N:17]([CH3:19])[CH:18]=2)[N:11]([C:20]2[CH:21]=[N:22][C:23]([O:26][CH3:27])=[CH:24][CH:25]=2)[N:10]=1)=[O:8])C.Cl.C(Cl)(Cl)Cl.CO. (6) The reactants are [OH:1][C:2]1([C:12]2[S:13][CH:14]=[C:15]([C:17]([OH:19])=O)[N:16]=2)[CH2:11][CH2:10][C:5]2([O:9][CH2:8][CH2:7][O:6]2)[CH2:4][CH2:3]1.CN.C[CH2:23][N:24](CC)CC.C(Cl)CCl.C1C=CC2N(O)N=NC=2C=1. The catalyst is C(Cl)Cl.CCOC(C)=O. The product is [OH:1][C:2]1([C:12]2[S:13][CH:14]=[C:15]([C:17]([NH:24][CH3:23])=[O:19])[N:16]=2)[CH2:11][CH2:10][C:5]2([O:9][CH2:8][CH2:7][O:6]2)[CH2:4][CH2:3]1. The yield is 0.500. (7) The reactants are P(Cl)(Cl)([Cl:3])=O.[Br:6][C:7]1[CH:8]=[N:9][CH:10]=[C:11]([O:13][CH2:14][CH3:15])[CH:12]=1. The catalyst is C(Cl)Cl.[Cl-].[Na+].O. The product is [Br:6][C:7]1[CH:12]=[C:11]([O:13][CH2:14][CH3:15])[C:10]([Cl:3])=[N:9][CH:8]=1. The yield is 0.856.